Dataset: Peptide-MHC class II binding affinity with 134,281 pairs from IEDB. Task: Regression. Given a peptide amino acid sequence and an MHC pseudo amino acid sequence, predict their binding affinity value. This is MHC class II binding data. (1) The peptide sequence is TEAEDVIPEGWKADTSYESK. The MHC is DRB4_0101 with pseudo-sequence DRB4_0103. The binding affinity (normalized) is 0.628. (2) The binding affinity (normalized) is 0.349. The peptide sequence is DDCVVRPIDDRFGLA. The MHC is HLA-DQA10501-DQB10302 with pseudo-sequence HLA-DQA10501-DQB10302. (3) The peptide sequence is HTLMSIVSSLHLSIR. The MHC is DRB1_0405 with pseudo-sequence DRB1_0405. The binding affinity (normalized) is 0.741. (4) The peptide sequence is VERSKAYSNCYPYDV. The MHC is DRB5_0101 with pseudo-sequence DRB5_0101. The binding affinity (normalized) is 0.175. (5) The peptide sequence is FEAMYLGTCQTLTPM. The binding affinity (normalized) is 0.323. The MHC is HLA-DQA10104-DQB10503 with pseudo-sequence HLA-DQA10104-DQB10503. (6) The peptide sequence is YQGVQQKWDATATEL. The MHC is DRB1_0404 with pseudo-sequence DRB1_0404. The binding affinity (normalized) is 0.262. (7) The peptide sequence is AQGKAFYEAVAKAHQ. The MHC is DRB1_1602 with pseudo-sequence DRB1_1602. The binding affinity (normalized) is 0.291. (8) The peptide sequence is EFKYFAATQFEPLAA. The MHC is DRB1_0701 with pseudo-sequence DRB1_0701. The binding affinity (normalized) is 0.907. (9) The peptide sequence is ISGSSARYDVALSEQ. The MHC is DRB3_0101 with pseudo-sequence DRB3_0101. The binding affinity (normalized) is 0.352.